This data is from Forward reaction prediction with 1.9M reactions from USPTO patents (1976-2016). The task is: Predict the product of the given reaction. (1) Given the reactants [Cl:1][C:2]1[CH:7]=[CH:6][C:5]([O:8][C:9]2[CH:14]=[CH:13][C:12]([Cl:15])=[CH:11][CH:10]=2)=[CH:4][C:3]=1[C:16]([OH:26])([CH:23]([CH3:25])[CH3:24])[CH2:17][N:18]1[CH:22]=[N:21][CH:20]=[N:19]1.[H-].[Na+].[CH2:29](Br)[C:30]#[CH:31], predict the reaction product. The product is: [Cl:1][C:2]1[CH:7]=[CH:6][C:5]([O:8][C:9]2[CH:10]=[CH:11][C:12]([Cl:15])=[CH:13][CH:14]=2)=[CH:4][C:3]=1[C:16]([O:26][CH2:31][C:30]#[CH:29])([CH:23]([CH3:24])[CH3:25])[CH2:17][N:18]1[CH:22]=[N:21][CH:20]=[N:19]1. (2) Given the reactants [C:1]1([C:16]2[CH:21]=[CH:20][CH:19]=[CH:18][CH:17]=2)[CH:6]=[CH:5][C:4]([CH2:7][C@H:8]2[NH:12][C:11](=[O:13])[CH:10]([CH2:14]I)[CH2:9]2)=[CH:3][CH:2]=1.C1(C)C=CC=CC=1.[C:29](O[C:29]([O:31][C:32]([CH3:35])([CH3:34])[CH3:33])=[O:30])([O:31][C:32]([CH3:35])([CH3:34])[CH3:33])=[O:30], predict the reaction product. The product is: [C:32]([O:31][C:29]([N:12]1[C@H:8]([CH2:7][C:4]2[CH:5]=[CH:6][C:1]([C:16]3[CH:21]=[CH:20][CH:19]=[CH:18][CH:17]=3)=[CH:2][CH:3]=2)[CH2:9][C:10](=[CH2:14])[C:11]1=[O:13])=[O:30])([CH3:35])([CH3:34])[CH3:33]. (3) Given the reactants [OH:1][C:2]1[CH:11]=[C:10]2[C:5]([CH2:6][CH2:7][C:8](=[O:12])[NH:9]2)=[CH:4][CH:3]=1.[Cl:13][CH2:14][C:15]#[C:16][CH2:17]Cl.C([O-])([O-])=O.[K+].[K+], predict the reaction product. The product is: [Cl:13][CH2:14][C:15]#[C:16][CH2:17][O:1][C:2]1[CH:11]=[C:10]2[C:5]([CH2:6][CH2:7][C:8](=[O:12])[NH:9]2)=[CH:4][CH:3]=1. (4) Given the reactants [CH2:1]([O:3][C:4](=[O:39])[CH2:5][C:6]1[CH:7]=[C:8]([C:14]2[CH:19]=[CH:18][C:17]([C:20]([F:23])([F:22])[F:21])=[CH:16][C:15]=2[CH2:24][N:25]([CH2:37][CH3:38])[C:26](=[N:34][C:35]#[N:36])OC2C=CC=CC=2)[C:9]([O:12][CH3:13])=[CH:10][CH:11]=1)[CH3:2].[CH:40]1([CH2:46][NH2:47])[CH2:45][CH2:44][CH2:43][CH2:42][CH2:41]1, predict the reaction product. The product is: [CH2:1]([O:3][C:4](=[O:39])[CH2:5][C:6]1[CH:7]=[C:8]([C:14]2[CH:19]=[CH:18][C:17]([C:20]([F:23])([F:22])[F:21])=[CH:16][C:15]=2[CH2:24][N:25]([CH2:37][CH3:38])[C:26]([NH:34][C:35]#[N:36])=[N:47][CH2:46][CH:40]2[CH2:45][CH2:44][CH2:43][CH2:42][CH2:41]2)[C:9]([O:12][CH3:13])=[CH:10][CH:11]=1)[CH3:2]. (5) Given the reactants Br[CH2:2]/[CH:3]=[CH:4]/[C:5]([N:7]([C@@H:9]([CH3:42])[C:10]([NH:12][C:13]1[CH:14]=[C:15]([NH:19][C:20]([C:22]2[C:23]([NH:38][CH2:39][CH2:40][CH3:41])=[N:24][C:25]([NH:28][C:29]3[CH:34]=[CH:33][C:32]([C:35](=[O:37])[NH2:36])=[CH:31][CH:30]=3)=[N:26][CH:27]=2)=[O:21])[CH:16]=[CH:17][CH:18]=1)=[O:11])[CH3:8])=[O:6].[NH:43]1[CH2:48][CH2:47][NH:46][CH2:45][CH2:44]1, predict the reaction product. The product is: [C:35]([C:32]1[CH:33]=[CH:34][C:29]([NH:28][C:25]2[N:24]=[C:23]([NH:38][CH2:39][CH2:40][CH3:41])[C:22]([C:20]([NH:19][C:15]3[CH:16]=[CH:17][CH:18]=[C:13]([NH:12][C:10](=[O:11])[C@@H:9]([N:7]([CH3:8])[C:5](=[O:6])/[CH:4]=[CH:3]/[CH2:2][N:43]4[CH2:48][CH2:47][NH:46][CH2:45][CH2:44]4)[CH3:42])[CH:14]=3)=[O:21])=[CH:27][N:26]=2)=[CH:30][CH:31]=1)(=[O:37])[NH2:36]. (6) Given the reactants F[C:2]1[CH:9]=[C:8]([C:10]2[N:14]3[CH2:15][CH2:16][CH2:17][C:18](=[O:19])[C:13]3=[C:12]([CH3:20])[N:11]=2)[CH:7]=[CH:6][C:3]=1[C:4]#[N:5].[NH2:21][CH:22]1[CH2:27][CH2:26][O:25][CH2:24][CH2:23]1.C(N(CC)C(C)C)(C)C, predict the reaction product. The product is: [CH3:20][C:12]1[N:11]=[C:10]([C:8]2[CH:7]=[CH:6][C:3]([C:4]#[N:5])=[C:2]([NH:21][CH:22]3[CH2:27][CH2:26][O:25][CH2:24][CH2:23]3)[CH:9]=2)[N:14]2[CH2:15][CH2:16][CH2:17][C:18](=[O:19])[C:13]=12. (7) Given the reactants [CH3:1][CH:2]1[C:8]2=[C:9]3[C:13](=[CH:14][CH:15]=[C:7]2[O:6][CH2:5][CH2:4][N:3]1[C:16]([O:18][C:19]([CH3:22])([CH3:21])[CH3:20])=[O:17])[NH:12][CH:11]=[CH:10]3.[H-].[Na+].[CH3:25][C:26]1[O:30][N:29]=[CH:28][C:27]=1[S:31](Cl)(=[O:33])=[O:32], predict the reaction product. The product is: [CH3:1][CH:2]1[C:8]2=[C:9]3[C:13](=[CH:14][CH:15]=[C:7]2[O:6][CH2:5][CH2:4][N:3]1[C:16]([O:18][C:19]([CH3:21])([CH3:20])[CH3:22])=[O:17])[N:12]([S:31]([C:27]1[CH:28]=[N:29][O:30][C:26]=1[CH3:25])(=[O:33])=[O:32])[CH:11]=[CH:10]3. (8) Given the reactants [Cl:1][C:2]1[CH:3]=[N:4][CH:5]=[C:6]([Cl:20])[C:7]=1[S:8][C:9]1[S:13][C:12]([C:14](Cl)=[O:15])=[CH:11][C:10]=1[N+:17]([O-:19])=[O:18].[CH3:21][O:22][C:23]1[CH:28]=[CH:27][CH:26]=[C:25]([NH2:29])[CH:24]=1, predict the reaction product. The product is: [Cl:1][C:2]1[CH:3]=[N:4][CH:5]=[C:6]([Cl:20])[C:7]=1[S:8][C:9]1[S:13][C:12]([C:14]([NH:29][C:25]2[CH:26]=[CH:27][CH:28]=[C:23]([O:22][CH3:21])[CH:24]=2)=[O:15])=[CH:11][C:10]=1[N+:17]([O-:19])=[O:18].